Dataset: Reaction yield outcomes from USPTO patents with 853,638 reactions. Task: Predict the reaction yield, written as a fraction of the theoretical maximum amount of product (1.0 means a 100% yield; for example, 0.34 means a 34% yield). (1) The reactants are Br[C:2]1[CH:23]=[CH:22][C:5]2[C:6]3[N:10]([CH2:11][CH2:12][O:13][C:4]=2[CH:3]=1)[CH:9]=[C:8]([C:14]1[N:15]([CH:19]([CH3:21])[CH3:20])[N:16]=[CH:17][N:18]=1)[N:7]=3.C(P(C(C)(C)C)C1C=CC=CC=1C1C(C(C)C)=CC(C(C)C)=CC=1C(C)C)(C)(C)C.[OH-:54].[K+]. The catalyst is O1CCOCC1.O.C1C=CC(/C=C/C(/C=C/C2C=CC=CC=2)=O)=CC=1.C1C=CC(/C=C/C(/C=C/C2C=CC=CC=2)=O)=CC=1.C1C=CC(/C=C/C(/C=C/C2C=CC=CC=2)=O)=CC=1.[Pd].[Pd]. The product is [CH:19]([N:15]1[C:14]([C:8]2[N:7]=[C:6]3[C:5]4[CH:22]=[CH:23][C:2]([OH:54])=[CH:3][C:4]=4[O:13][CH2:12][CH2:11][N:10]3[CH:9]=2)=[N:18][CH:17]=[N:16]1)([CH3:21])[CH3:20]. The yield is 0.460. (2) The reactants are [CH2:1]([O:4][C:5]1([CH3:47])[CH2:10][CH2:9][N:8]([C:11]2[N:16]3[N:17]=[C:18]([N:20]4[CH:24]=[C:23]([CH2:25][C:26]5[CH:31]=[CH:30][CH:29]=[CH:28][C:27]=5[O:32][CH2:33]C=C)[CH:22]=[N:21]4)[CH:19]=[C:15]3[N:14]=[C:13]([CH3:36])[C:12]=2[C@H:37]([O:42][C:43]([CH3:46])([CH3:45])[CH3:44])[C:38]([O:40][CH3:41])=[O:39])[CH2:7][CH2:6]1)[CH:2]=[CH2:3]. The catalyst is ClCCCl.CC1C=C(C)C(N2C(=[Ru](Cl)(Cl)=CC3C=CC=CC=3OC(C)C)N(C3C(C)=CC(C)=CC=3C)CC2)=C(C)C=1. The product is [C:43]([O:42][C@@H:37]([C:12]1[C:13]([CH3:36])=[N:14][C:15]2=[CH:19][C:18]3=[N:17][N:16]2[C:11]=1[N:8]1[CH2:7][CH2:6][C:5]([CH3:47])([O:4][CH2:1][CH:2]=[CH:3][CH2:33][O:32][C:27]2[CH:28]=[CH:29][CH:30]=[CH:31][C:26]=2[CH2:25][C:23]2[CH:22]=[N:21][N:20]3[CH:24]=2)[CH2:10][CH2:9]1)[C:38]([O:40][CH3:41])=[O:39])([CH3:46])([CH3:45])[CH3:44]. The yield is 0.740. (3) The reactants are [Br:1][C:2]1[C:7]([C:8]([F:11])([F:10])[F:9])=[CH:6][C:5]([NH2:12])=[C:4]([I:13])[CH:3]=1.[C:14]1(C)[CH:19]=[CH:18][C:17]([S:20](Cl)(=[O:22])=[O:21])=[CH:16][CH:15]=1.[OH-].[Na+].[F-].[CH2:28]([N+](CCCC)(CCCC)CCCC)CCC. The catalyst is N1C=CC=CC=1.C(OCC)(=O)C.O1CCCC1. The product is [Br:1][C:2]1[C:7]([C:8]([F:10])([F:11])[F:9])=[CH:6][C:5]([NH:12][S:20]([C:17]2[C:18]#[C:19][CH:14]=[CH:15][C:16]=2[CH3:28])(=[O:21])=[O:22])=[C:4]([I:13])[CH:3]=1. The yield is 0.950. (4) The reactants are [Cr](Cl)([O-])(=O)=O.[NH+]1C=CC=CC=1.[CH3:12][O:13][C:14]1[C:19]([O:20][CH3:21])=[CH:18][C:17]([CH2:22][OH:23])=[C:16]([CH:24]([CH3:32])[CH2:25][C:26]2[CH:31]=[CH:30][CH:29]=[CH:28][CH:27]=2)[CH:15]=1. The catalyst is C(Cl)Cl.CCOCC. The product is [CH3:12][O:13][C:14]1[C:19]([O:20][CH3:21])=[CH:18][C:17]([CH:22]=[O:23])=[C:16]([CH:24]([CH3:32])[CH2:25][C:26]2[CH:31]=[CH:30][CH:29]=[CH:28][CH:27]=2)[CH:15]=1. The yield is 0.760. (5) The reactants are C1(C(F)(F)F)C=CC=CC=1.[F:11][C:12]([N:17]1[CH:21]=[CH:20][N:19]=[CH:18]1)(F)[CH:13]([F:15])[F:14]. The catalyst is O. The product is [F:11][C:12]([N:17]1[CH:21]=[CH:20][N:19]=[CH:18]1)=[C:13]([F:15])[F:14]. The yield is 0.410. (6) The reactants are [N:1]12[CH2:8][CH2:7][C:4]([C:9]([C:18]3[CH:23]=[CH:22][C:21]([CH3:24])=[CH:20][CH:19]=3)([C:11]3[CH:16]=[CH:15][C:14]([CH3:17])=[CH:13][CH:12]=3)[OH:10])([CH2:5][CH2:6]1)[CH2:3][CH2:2]2.[C:25]1([CH2:31][O:32][CH2:33][CH2:34][Br:35])[CH:30]=[CH:29][CH:28]=[CH:27][CH:26]=1. The catalyst is CC#N. The product is [Br-:35].[OH:10][C:9]([C:11]1[CH:16]=[CH:15][C:14]([CH3:17])=[CH:13][CH:12]=1)([C:18]1[CH:23]=[CH:22][C:21]([CH3:24])=[CH:20][CH:19]=1)[C:4]12[CH2:5][CH2:6][N+:1]([CH2:34][CH2:33][O:32][CH2:31][C:25]3[CH:30]=[CH:29][CH:28]=[CH:27][CH:26]=3)([CH2:8][CH2:7]1)[CH2:2][CH2:3]2. The yield is 0.531. (7) The reactants are [CH3:1][O:2][C:3]1[CH:4]=[C:5]([CH:9]=[CH:10][CH:11]=1)[CH2:6][CH2:7][NH2:8].[CH:12]1(I)[CH2:16][CH2:15][CH2:14][CH2:13]1. The catalyst is CC#N.C(Cl)Cl. The product is [CH3:1][O:2][C:3]1[CH:4]=[C:5]([CH:9]=[CH:10][CH:11]=1)[CH2:6][CH2:7][NH:8][CH:12]1[CH2:16][CH2:15][CH2:14][CH2:13]1. The yield is 0.660. (8) The catalyst is CN(C)C=O.C(Cl)Cl.C1C=CC([P]([Pd]([P](C2C=CC=CC=2)(C2C=CC=CC=2)C2C=CC=CC=2)([P](C2C=CC=CC=2)(C2C=CC=CC=2)C2C=CC=CC=2)[P](C2C=CC=CC=2)(C2C=CC=CC=2)C2C=CC=CC=2)(C2C=CC=CC=2)C2C=CC=CC=2)=CC=1. The product is [O:26]1[CH2:27][CH2:28][CH2:29][CH:30]=[C:25]1[C:5]1[N:6]=[CH:7][C:2]([NH2:1])=[N:3][CH:4]=1. The reactants are [NH2:1][C:2]1[CH:7]=[N:6][C:5](Br)=[CH:4][N:3]=1.C(N(CC)C(C)C)(C)C.[Cl-].[Li+].C([Sn](CCCC)(CCCC)[C:25]1[O:26][CH2:27][CH2:28][CH2:29][CH:30]=1)CCC.[F-].[K+]. The yield is 0.250.